This data is from Forward reaction prediction with 1.9M reactions from USPTO patents (1976-2016). The task is: Predict the product of the given reaction. (1) Given the reactants CC1C=CC(S([O-])(=O)=O)=CC=1.C1C=C[NH+]=CC=1.O1CCCCC1[O:24][CH2:25][CH2:26]/[CH:27]=[CH:28]/[C:29]1[CH:30]=[C:31]([NH:38][C:39]2[CH:44]=[CH:43][N:42]=[C:41]([NH2:45])[N:40]=2)[CH:32]=[C:33]2[C:37]=1[NH:36][N:35]=[CH:34]2, predict the reaction product. The product is: [NH2:45][C:41]1[N:40]=[C:39]([NH:38][C:31]2[CH:32]=[C:33]3[C:37](=[C:29](/[CH:28]=[CH:27]/[CH2:26][CH2:25][OH:24])[CH:30]=2)[NH:36][N:35]=[CH:34]3)[CH:44]=[CH:43][N:42]=1. (2) Given the reactants Br[CH2:2][CH2:3][CH2:4][CH2:5][CH2:6][N:7]1[C:11](=[O:12])[C:10]2=[CH:13][CH:14]=[CH:15][CH:16]=[C:9]2[C:8]1=[O:17].[NH:18]1[CH2:22][CH2:21][CH2:20][CH2:19]1.C(=O)([O-])[O-].[K+].[K+].[I-].[Na+], predict the reaction product. The product is: [N:18]1([CH2:2][CH2:3][CH2:4][CH2:5][CH2:6][N:7]2[C:11](=[O:12])[C:10]3=[CH:13][CH:14]=[CH:15][CH:16]=[C:9]3[C:8]2=[O:17])[CH2:22][CH2:21][CH2:20][CH2:19]1. (3) Given the reactants Br[C:2]1[N:7]2[N:8]=[N:9][N:10]=[C:6]2[C:5]([N:11]2[CH2:14][CH:13]([N:15]([CH3:23])[C:16](=[O:22])[O:17][C:18]([CH3:21])([CH3:20])[CH3:19])[CH2:12]2)=[N:4][CH:3]=1.[S:24]1[CH:28]=[CH:27][CH:26]=[C:25]1B(O)O.C([O-])([O-])=O.[Cs+].[Cs+].O1CCOCC1, predict the reaction product. The product is: [CH3:23][N:15]([CH:13]1[CH2:14][N:11]([C:5]2[C:6]3[N:7]([N:8]=[N:9][N:10]=3)[C:2]([C:25]3[S:24][CH:28]=[CH:27][CH:26]=3)=[CH:3][N:4]=2)[CH2:12]1)[C:16](=[O:22])[O:17][C:18]([CH3:21])([CH3:20])[CH3:19].